Predict the product of the given reaction. From a dataset of Forward reaction prediction with 1.9M reactions from USPTO patents (1976-2016). (1) Given the reactants [CH3:1][C:2]1[O:6][C:5]([C:7]2[CH:12]=[CH:11][CH:10]=[CH:9][CH:8]=2)=[N:4][C:3]=1[CH2:13][O:14][C:15]1[CH:20]=[CH:19][C:18]([CH2:21][C:22]([O:24][CH:25]([C:32](=O)[C:33]2[CH:38]=[CH:37][CH:36]=[CH:35][CH:34]=2)[CH2:26][CH2:27][C:28]([O:30][CH3:31])=[O:29])=O)=[CH:17][CH:16]=1.C([O-])(=O)C.[NH4+:44].C(O)(=O)C, predict the reaction product. The product is: [CH3:1][C:2]1[O:6][C:5]([C:7]2[CH:12]=[CH:11][CH:10]=[CH:9][CH:8]=2)=[N:4][C:3]=1[CH2:13][O:14][C:15]1[CH:20]=[CH:19][C:18]([CH2:21][C:22]2[O:24][C:25]([CH2:26][CH2:27][C:28]([O:30][CH3:31])=[O:29])=[C:32]([C:33]3[CH:38]=[CH:37][CH:36]=[CH:35][CH:34]=3)[N:44]=2)=[CH:17][CH:16]=1. (2) Given the reactants [Br:1][C:2]1[N:3]=[C:4]([CH:13]=O)[N:5]([C:7]2[CH:12]=[CH:11][CH:10]=[CH:9][CH:8]=2)[CH:6]=1.[Cl-].[CH3:16][C:17]1[N:21]2[N:22]=[C:23]([CH2:26][P+](C3C=CC=CC=3)(C3C=CC=CC=3)C3C=CC=CC=3)[CH:24]=[CH:25][C:20]2=[N:19][C:18]=1[C:46]([F:49])([F:48])[F:47], predict the reaction product. The product is: [Br:1][C:2]1[N:3]=[C:4](/[CH:13]=[CH:26]/[C:23]2[CH:24]=[CH:25][C:20]3[N:21]([C:17]([CH3:16])=[C:18]([C:46]([F:48])([F:47])[F:49])[N:19]=3)[N:22]=2)[N:5]([C:7]2[CH:12]=[CH:11][CH:10]=[CH:9][CH:8]=2)[CH:6]=1. (3) Given the reactants Cl[C:2]1[CH:3]=[C:4]([CH:23]=[CH:24][CH:25]=1)[CH2:5][C@@H:6]([CH2:10][CH2:11][C@H:12]([CH2:16][CH:17]1[CH2:22][CH2:21][CH2:20][CH2:19][CH2:18]1)[C:13]([OH:15])=[O:14])[C:7]([OH:9])=[O:8].[H][H], predict the reaction product. The product is: [CH2:5]([C@@H:6]([CH2:10][CH2:11][C@H:12]([CH2:16][CH:17]1[CH2:18][CH2:19][CH2:20][CH2:21][CH2:22]1)[C:13]([OH:15])=[O:14])[C:7]([OH:9])=[O:8])[C:4]1[CH:23]=[CH:24][CH:25]=[CH:2][CH:3]=1. (4) The product is: [Br:1][C:2]1[CH:7]=[CH:6][C:5]([C:8]#[C:9][C:10]([N:12]2[CH2:17][CH2:16][N:15]([CH2:18][C:19]3[CH:32]=[CH:33][C:26]([O:25][CH3:24])=[CH:27][CH:28]=3)[CH2:14][CH2:13]2)=[O:11])=[CH:4][CH:3]=1. Given the reactants [Br:1][C:2]1[CH:7]=[CH:6][C:5]([C:8]#[C:9][C:10]([N:12]2[CH2:17][CH2:16][N:15]([C:18](=O)[C:19](F)(F)F)[CH2:14][CH2:13]2)=[O:11])=[CH:4][CH:3]=1.[CH3:24][O:25][C:26]1[CH:33]=[CH:32]C(CBr)=[CH:28][CH:27]=1, predict the reaction product. (5) Given the reactants [CH3:1][C:2]1[S:3][CH:4]=[C:5]([C:7]([O:9][CH2:10][CH3:11])=[O:8])[N:6]=1.C1C(=O)N([Br:19])C(=O)C1.C([O-])(O)=O.[Na+], predict the reaction product. The product is: [Br:19][C:4]1[S:3][C:2]([CH3:1])=[N:6][C:5]=1[C:7]([O:9][CH2:10][CH3:11])=[O:8].